This data is from Forward reaction prediction with 1.9M reactions from USPTO patents (1976-2016). The task is: Predict the product of the given reaction. (1) Given the reactants [NH2:1][C:2]1[N:7]=[C:6]([C:8]2[NH:12][C:11]([C:13]3[CH:18]=[C:17]([Cl:19])[CH:16]=[CH:15][C:14]=3[CH3:20])=[C:10]([C:21]([OH:23])=O)[CH:9]=2)[CH:5]=[CH:4][N:3]=1.[CH3:24][N:25](C=O)C.C1COCC1.C1COCC1.CCN=C=NCCCN(C)C.Cl.C1C=CC2N(O)N=NC=2C=1, predict the reaction product. The product is: [NH2:1][C:2]1[N:7]=[C:6]([C:8]2[NH:12][C:11]([C:13]3[CH:18]=[C:17]([Cl:19])[CH:16]=[CH:15][C:14]=3[CH3:20])=[C:10]([C:21]([NH:25][CH3:24])=[O:23])[CH:9]=2)[CH:5]=[CH:4][N:3]=1. (2) Given the reactants O=C1C2C(=CC=CC=2)C(=O)[N:3]1[CH2:12][C:13]1[CH:14]=[C:15]([C:19]2[N:20]([CH3:30])[C:21]3[C:26]([C:27]=2[C:28]#[N:29])=[CH:25][CH:24]=[CH:23][CH:22]=3)[CH:16]=[N:17][CH:18]=1.O.NN.ClCCl, predict the reaction product. The product is: [NH2:3][CH2:12][C:13]1[CH:14]=[C:15]([C:19]2[N:20]([CH3:30])[C:21]3[C:26]([C:27]=2[C:28]#[N:29])=[CH:25][CH:24]=[CH:23][CH:22]=3)[CH:16]=[N:17][CH:18]=1. (3) Given the reactants [CH:1]([O:4][C:5]1[CH:6]=[C:7]([NH:11][C:12]2[CH:17]=[CH:16][N:15]3[N:18]=[CH:19][C:20]([CH:21]=O)=[C:14]3[N:13]=2)[CH:8]=[CH:9][CH:10]=1)([CH3:3])[CH3:2].[NH:23]1[CH2:29][C:27](=[O:28])[NH:26][C:24]1=[O:25].N1CCCCC1, predict the reaction product. The product is: [CH:1]([O:4][C:5]1[CH:6]=[C:7]([NH:11][C:12]2[CH:17]=[CH:16][N:15]3[N:18]=[CH:19][C:20]([CH:21]=[C:29]4[NH:23][C:24](=[O:25])[NH:26][C:27]4=[O:28])=[C:14]3[N:13]=2)[CH:8]=[CH:9][CH:10]=1)([CH3:2])[CH3:3]. (4) Given the reactants Cl[C:2]1[CH:31]=[CH:30][CH:29]=[CH:28][C:3]=1[C:4]([NH:6][C:7]1[CH:12]=[CH:11][C:10]([C:13]2[S:17][C:16]([CH2:18][CH2:19][NH:20][S:21]([C:24]([F:27])([F:26])[F:25])(=[O:23])=[O:22])=[N:15][CH:14]=2)=[CH:9][CH:8]=1)=[O:5].NC1C=CC(C2SC(CCNS([C:50]([F:53])([F:52])[F:51])(=O)=O)=NC=2)=CC=1.FC(F)(F)C1C=CC(C(Cl)=O)=CC=1, predict the reaction product. The product is: [F:51][C:50]([F:53])([F:52])[C:30]1[CH:29]=[CH:28][C:3]([C:4]([NH:6][C:7]2[CH:12]=[CH:11][C:10]([C:13]3[S:17][C:16]([CH2:18][CH2:19][NH:20][S:21]([C:24]([F:27])([F:26])[F:25])(=[O:23])=[O:22])=[N:15][CH:14]=3)=[CH:9][CH:8]=2)=[O:5])=[CH:2][CH:31]=1. (5) Given the reactants [C:1]([O:5][C:6]([NH:8][CH2:9][CH2:10][CH2:11][CH2:12][C:13]([OH:15])=[O:14])=[O:7])([CH3:4])([CH3:3])[CH3:2].C([O-])([O-])=O.[Cs+].[Cs+].[CH2:22](Br)[C:23]1[CH:28]=[CH:27][CH:26]=[CH:25][CH:24]=1, predict the reaction product. The product is: [CH2:22]([O:14][C:13](=[O:15])[CH2:12][CH2:11][CH2:10][CH2:9][NH:8][C:6]([O:5][C:1]([CH3:4])([CH3:2])[CH3:3])=[O:7])[C:23]1[CH:28]=[CH:27][CH:26]=[CH:25][CH:24]=1. (6) Given the reactants Cl[C:2]1[C:3]2[C:10]([I:11])=[C:9]([I:12])[S:8][C:4]=2[N:5]=[CH:6][N:7]=1.[OH:13][C@H:14]([CH2:19][C:20]1[CH:25]=[CH:24][CH:23]=[CH:22][CH:21]=1)[C:15]([O:17][CH3:18])=[O:16].C([O-])([O-])=O.[Cs+].[Cs+].Cl, predict the reaction product. The product is: [I:11][C:10]1[C:3]2[C:2]([O:13][C@H:14]([CH2:19][C:20]3[CH:25]=[CH:24][CH:23]=[CH:22][CH:21]=3)[C:15]([O:17][CH3:18])=[O:16])=[N:7][CH:6]=[N:5][C:4]=2[S:8][C:9]=1[I:12].